Dataset: Reaction yield outcomes from USPTO patents with 853,638 reactions. Task: Predict the reaction yield, written as a fraction of the theoretical maximum amount of product (1.0 means a 100% yield; for example, 0.34 means a 34% yield). (1) The reactants are [O:1]1[CH:6]2[CH:2]1[CH2:3][N:4]([C:7]([O:9][C:10]([CH3:13])([CH3:12])[CH3:11])=[O:8])[CH2:5]2.[CH2:14]([Mg]Cl)[CH:15]=[CH2:16]. The catalyst is CCOCC. The product is [CH2:16]([C@@H:2]1[CH2:3][N:4]([C:7]([O:9][C:10]([CH3:13])([CH3:12])[CH3:11])=[O:8])[CH2:5][C@H:6]1[OH:1])[CH:15]=[CH2:14]. The yield is 0.500. (2) The reactants are [F:1][C:2]([F:28])([O:7][C:8]1[CH:13]=[CH:12][C:11]([C:14]2[O:18][C:17]([C:19]3[CH:27]=[CH:26][C:22]([C:23](O)=[O:24])=[CH:21][CH:20]=3)=[N:16][N:15]=2)=[CH:10][CH:9]=1)[C:3]([F:6])([F:5])[F:4].C(N(CC)CC)C.P([N:52]=[N+:53]=[N-:54])(=O)(OC1C=CC=CC=1)OC1C=CC=CC=1. The catalyst is C(O)(C)C. The product is [F:28][C:2]([F:1])([O:7][C:8]1[CH:9]=[CH:10][C:11]([C:14]2[O:18][C:17]([C:19]3[CH:27]=[CH:26][C:22]([C:23]([N:52]=[N+:53]=[N-:54])=[O:24])=[CH:21][CH:20]=3)=[N:16][N:15]=2)=[CH:12][CH:13]=1)[C:3]([F:5])([F:4])[F:6]. The yield is 0.630.